Dataset: Forward reaction prediction with 1.9M reactions from USPTO patents (1976-2016). Task: Predict the product of the given reaction. (1) Given the reactants N1C=C[CH:3]=N1.N1[CH:11]=[CH:10][C:9]([NH:12][C:13]([C:15]2[C:19]([Br:20])=[C:18]([NH:21][C:22](=[O:30])[C:23]3[CH:28]=[CH:27][CH:26]=[CH:25][C:24]=3[Cl:29])[NH:17][N:16]=2)=[O:14])=[CH:8][CH:7]=1.ClC1C=CC=CC=1C(Cl)=O.[N:41]1([CH:47]2[CH2:52][CH2:51][N:50]([C:53]3C=CC(N)=CC=3)[CH2:49][CH2:48]2)[CH2:46][CH2:45][CH2:44][CH2:43][CH2:42]1, predict the reaction product. The product is: [N:41]1([CH:47]2[CH2:52][CH2:51][N:50]([C:53]3[CH:11]=[CH:10][C:9]([NH:12][C:13]([C:15]4[C:19]([Br:20])=[C:18]([NH:21][C:22](=[O:30])[C:23]5[CH:28]=[CH:27][CH:26]=[CH:25][C:24]=5[Cl:29])[N:17]([CH3:3])[N:16]=4)=[O:14])=[CH:8][CH:7]=3)[CH2:49][CH2:48]2)[CH2:42][CH2:43][CH2:44][CH2:45][CH2:46]1. (2) Given the reactants [Br:1][C:2]1[CH:10]=[CH:9][C:5]([C:6](Cl)=[O:7])=[CH:4][CH:3]=1.[C:11]1([O:17][CH3:18])[CH:16]=[CH:15][CH:14]=[CH:13][CH:12]=1.[Al+3].[Cl-].[Cl-].[Cl-].Cl, predict the reaction product. The product is: [Br:1][C:2]1[CH:10]=[CH:9][C:5]([C:6]([C:14]2[CH:15]=[CH:16][C:11]([O:17][CH3:18])=[CH:12][CH:13]=2)=[O:7])=[CH:4][CH:3]=1. (3) Given the reactants Cl.Cl.[NH:3]1[C:11]2[C:6](=[CH:7][C:8]([C:12]3[C:20]4[C:19]([NH2:21])=[N:18][CH:17]=[N:16][C:15]=4[N:14]([CH3:22])[CH:13]=3)=[CH:9][CH:10]=2)[CH2:5][CH2:4]1.[F:23][C:24]1[CH:25]=[C:26]([CH2:30][C:31](O)=[O:32])[CH:27]=[CH:28][CH:29]=1.CN(C(ON1N=NC2C=CC=NC1=2)=[N+](C)C)C.F[P-](F)(F)(F)(F)F.CCN(C(C)C)C(C)C, predict the reaction product. The product is: [F:23][C:24]1[CH:25]=[C:26]([CH2:30][C:31]([N:3]2[C:11]3[C:6](=[CH:7][C:8]([C:12]4[C:20]5[C:19]([NH2:21])=[N:18][CH:17]=[N:16][C:15]=5[N:14]([CH3:22])[CH:13]=4)=[CH:9][CH:10]=3)[CH2:5][CH2:4]2)=[O:32])[CH:27]=[CH:28][CH:29]=1. (4) Given the reactants [CH3:1][O:2][C:3]1[CH:4]=[C:5]([CH:32]=[CH:33][C:34]=1[O:35][CH3:36])[CH2:6][CH:7]1[C:13]2[CH:14]=[C:15]([O:20][CH3:21])[C:16]([O:18][CH3:19])=[CH:17][C:12]=2[CH2:11][CH2:10][CH2:9][N:8]1[CH:22]([C:26]1[CH:31]=[CH:30][CH:29]=[CH:28][CH:27]=1)[C:23](O)=[O:24].[NH2:37][CH2:38][CH2:39][C:40]#[N:41], predict the reaction product. The product is: [C:40]([CH2:39][CH2:38][NH:37][C:23](=[O:24])[CH:22]([N:8]1[CH2:9][CH2:10][CH2:11][C:12]2[CH:17]=[C:16]([O:18][CH3:19])[C:15]([O:20][CH3:21])=[CH:14][C:13]=2[CH:7]1[CH2:6][C:5]1[CH:32]=[CH:33][C:34]([O:35][CH3:36])=[C:3]([O:2][CH3:1])[CH:4]=1)[C:26]1[CH:31]=[CH:30][CH:29]=[CH:28][CH:27]=1)#[N:41]. (5) Given the reactants [CH3:1][O:2][C:3]1[CH:11]=[CH:10][C:6]([C:7](O)=[O:8])=[C:5]([N+:12]([O-:14])=[O:13])[CH:4]=1.C(Cl)(=O)C([Cl:18])=O, predict the reaction product. The product is: [CH3:1][O:2][C:3]1[CH:11]=[CH:10][C:6]([C:7]([Cl:18])=[O:8])=[C:5]([N+:12]([O-:14])=[O:13])[CH:4]=1. (6) Given the reactants [CH3:1][C:2]([C:11]1[S:12][C:13]([C:16]2[CH:21]=[C:20]([NH:22][C:23]3[N:28]=[C:27]([C:29]([F:32])([F:31])[F:30])[CH:26]=[CH:25][N:24]=3)[CH:19]=[C:18]([CH3:33])[CH:17]=2)=[CH:14][N:15]=1)([CH3:10])[C:3]([O:5]C(C)(C)C)=[O:4].Cl, predict the reaction product. The product is: [CH3:10][C:2]([C:11]1[S:12][C:13]([C:16]2[CH:21]=[C:20]([NH:22][C:23]3[N:28]=[C:27]([C:29]([F:31])([F:32])[F:30])[CH:26]=[CH:25][N:24]=3)[CH:19]=[C:18]([CH3:33])[CH:17]=2)=[CH:14][N:15]=1)([CH3:1])[C:3]([OH:5])=[O:4]. (7) Given the reactants Br[C:2]1[CH:3]=[N:4][CH:5]=[C:6]([CH3:8])[CH:7]=1.[CH3:9][N:10]([CH2:18][CH2:19][NH:20][CH3:21])[C:11](=[O:17])[O:12][C:13]([CH3:16])([CH3:15])[CH3:14].CC(OC1C=CC=C(OC(C)C)C=1C1C(P(C2CCCCC2)C2CCCCC2)=CC=CC=1)C.CC(C)([O-])C.[Na+], predict the reaction product. The product is: [CH3:9][N:10]([CH2:18][CH2:19][N:20]([CH3:21])[C:2]1[CH:3]=[N:4][CH:5]=[C:6]([CH3:8])[CH:7]=1)[C:11](=[O:17])[O:12][C:13]([CH3:16])([CH3:15])[CH3:14]. (8) Given the reactants C([N:8]1[CH2:13][CH2:12][N:11]([CH:14]2[CH2:19][CH2:18][N:17]([CH3:20])[CH2:16][CH2:15]2)[CH2:10][C@@H:9]1[CH3:21])C1C=CC=CC=1, predict the reaction product. The product is: [CH3:21][C@@H:9]1[NH:8][CH2:13][CH2:12][N:11]([CH:14]2[CH2:19][CH2:18][N:17]([CH3:20])[CH2:16][CH2:15]2)[CH2:10]1.